From a dataset of Full USPTO retrosynthesis dataset with 1.9M reactions from patents (1976-2016). Predict the reactants needed to synthesize the given product. (1) Given the product [CH3:9][C:7]1[CH:8]=[CH:3][C:4](=[O:11])[NH:5][C:6]=1[CH3:10], predict the reactants needed to synthesize it. The reactants are: C([C:3]1[C:4](=[O:11])[NH:5][C:6]([CH3:10])=[C:7]([CH3:9])[CH:8]=1)#N.Cl. (2) The reactants are: C(=O)/C=C/C1C=CC=CC=1.[OH:11][CH2:12][CH:13]([CH2:15][OH:16])[OH:14].C1(CCC[CH2:26][CH:27]([OH:30])[CH2:28][OH:29])C=CC=CC=1.C1(CCCCC(O)CO)CCCCC1. Given the product [CH2:12]([O:11][CH2:26][CH:27]([CH2:28][OH:29])[OH:30])[CH:13]([CH2:15][OH:16])[OH:14], predict the reactants needed to synthesize it. (3) Given the product [CH3:19][C:16]1[S:17][CH:18]=[C:14]([CH2:13][NH:11][C:1]23[CH2:8][CH:7]4[CH2:6][CH:5]([CH2:4][CH:3]([CH2:9]4)[CH2:2]2)[CH2:10]3)[N:15]=1, predict the reactants needed to synthesize it. The reactants are: [C:1]12([NH2:11])[CH2:10][CH:5]3[CH2:6][CH:7]([CH2:9][CH:3]([CH2:4]3)[CH2:2]1)[CH2:8]2.Cl[CH2:13][C:14]1[N:15]=[C:16]([CH3:19])[S:17][CH:18]=1. (4) Given the product [F:17][C:16]([F:19])([F:18])[C:35]([O:9][C:8]1[CH:10]=[CH:11][C:3]([CH:2]=[O:1])=[CH:4][C:5]=1[O:6][CH3:7])=[O:36], predict the reactants needed to synthesize it. The reactants are: [O:1]=[CH:2][C:3]1[CH:11]=[CH:10][C:8]([OH:9])=[C:5]([O:6][CH3:7])[CH:4]=1.[N-](S([C:16]([F:19])([F:18])[F:17])(=O)=O)S([C:16]([F:19])([F:18])[F:17])(=O)=O.C(N(CC)CC)C.C[CH2:35][O:36]CC. (5) Given the product [CH:27]1([N:9]([CH:6]2[CH2:5][CH2:4][N:3]([C:1]3[O:30][N:31]=[C:32]([C:33]4[CH:38]=[CH:37][CH:36]=[CH:35][CH:34]=4)[N:2]=3)[CH2:8][CH2:7]2)[C:10]([C:12]2[CH:13]=[N:14][C:15]([C:18]3[CH:19]=[N:20][C:21]([O:24][CH2:25][CH3:26])=[CH:22][CH:23]=3)=[N:16][CH:17]=2)=[O:11])[CH2:28][CH2:29]1, predict the reactants needed to synthesize it. The reactants are: [C:1]([N:3]1[CH2:8][CH2:7][CH:6]([N:9]([CH:27]2[CH2:29][CH2:28]2)[C:10]([C:12]2[CH:13]=[N:14][C:15]([C:18]3[CH:19]=[N:20][C:21]([O:24][CH2:25][CH3:26])=[CH:22][CH:23]=3)=[N:16][CH:17]=2)=[O:11])[CH2:5][CH2:4]1)#[N:2].[OH:30][NH:31][C:32](=N)[C:33]1[CH:38]=[CH:37][CH:36]=[CH:35][CH:34]=1. (6) Given the product [CH3:8][C:9]1([CH3:12])[CH2:10][NH:11][CH:3]([CH2:4][C:5]([NH2:1])=[O:6])[C:2](=[O:7])[NH:13]1, predict the reactants needed to synthesize it. The reactants are: [NH:1]1[C:5](=[O:6])[CH:4]=[CH:3][C:2]1=[O:7].[CH3:8][C:9]([NH2:13])([CH3:12])[CH2:10][NH2:11]. (7) Given the product [Cl:23][C:3]1[C:2]([C:25]2[N:29]([CH3:30])[N:28]=[CH:27][N:26]=2)=[CH:6][S:5][C:4]=1[C:7]1[N:11]2[N:12]=[C:13]([CH3:21])[CH:14]=[C:15]([CH:16]([CH2:19][CH3:20])[CH2:17][CH3:18])[C:10]2=[N:9][C:8]=1[CH3:22], predict the reactants needed to synthesize it. The reactants are: Br[C:2]1[C:3]([Cl:23])=[C:4]([C:7]2[N:11]3[N:12]=[C:13]([CH3:21])[CH:14]=[C:15]([CH:16]([CH2:19][CH3:20])[CH2:17][CH3:18])[C:10]3=[N:9][C:8]=2[CH3:22])[S:5][CH:6]=1.Br[C:25]1[N:29]([CH3:30])[N:28]=[CH:27][N:26]=1. (8) Given the product [Cl:1][C:2]1[CH:3]=[CH:4][C:5]([CH2:6][N:7]([CH2:32][CH3:33])[C:8]([C:10]2[CH:11]=[CH:12][C:13]([C:16]3[CH:21]=[C:20]([C:22]4[O:23][C:24]([CH3:27])=[N:25][N:26]=4)[CH:19]=[CH:18][C:17]=3[CH3:28])=[CH:14][CH:15]=2)=[O:9])=[CH:29][CH:30]=1, predict the reactants needed to synthesize it. The reactants are: [Cl:1][C:2]1[CH:30]=[CH:29][C:5]([CH2:6][NH:7][C:8]([C:10]2[CH:15]=[CH:14][C:13]([C:16]3[CH:21]=[C:20]([C:22]4[O:23][C:24]([CH3:27])=[N:25][N:26]=4)[CH:19]=[CH:18][C:17]=3[CH3:28])=[CH:12][CH:11]=2)=[O:9])=[CH:4][CH:3]=1.I[CH2:32][CH3:33]. (9) Given the product [OH:1][CH:2]1[C:7]2[N:8]([CH2:26][CH2:25][C:22]3[CH:21]=[N:20][C:19]([CH3:18])=[CH:24][CH:23]=3)[C:9]3[CH:10]=[CH:11][C:12]([CH3:15])=[CH:13][C:14]=3[C:6]=2[C:5](=[O:16])[N:4]([CH3:17])[CH2:3]1, predict the reactants needed to synthesize it. The reactants are: [OH:1][CH:2]1[C:7]2[NH:8][C:9]3[CH:10]=[CH:11][C:12]([CH3:15])=[CH:13][C:14]=3[C:6]=2[C:5](=[O:16])[N:4]([CH3:17])[CH2:3]1.[CH3:18][C:19]1[CH:24]=[CH:23][C:22]([CH:25]=[CH2:26])=[CH:21][N:20]=1.[OH-].[K+].